From a dataset of Forward reaction prediction with 1.9M reactions from USPTO patents (1976-2016). Predict the product of the given reaction. (1) Given the reactants Cl[C:2]1[N:3]=[C:4]([N:22]2[CH2:27][CH2:26][O:25][CH2:24][CH2:23]2)[C:5]2[O:10][C:9]([CH2:11][N:12]3[CH2:17][CH2:16][N:15]([S:18]([CH3:21])(=[O:20])=[O:19])[CH2:14][CH2:13]3)=[CH:8][C:6]=2[N:7]=1.CC1(C)C(C)(C)OB([C:36]2[CH:37]=[N:38][C:39]([NH2:42])=[N:40][CH:41]=2)O1, predict the reaction product. The product is: [O:25]1[CH2:26][CH2:27][N:22]([C:4]2[C:5]3[O:10][C:9]([CH2:11][N:12]4[CH2:17][CH2:16][N:15]([S:18]([CH3:21])(=[O:20])=[O:19])[CH2:14][CH2:13]4)=[CH:8][C:6]=3[N:7]=[C:2]([C:36]3[CH:37]=[N:38][C:39]([NH2:42])=[N:40][CH:41]=3)[N:3]=2)[CH2:23][CH2:24]1. (2) Given the reactants F[C:2]1[C:3]([C:11](=O)[CH3:12])=[N:4][CH:5]=[CH:6][C:7]=1[CH:8]([CH3:10])[CH3:9].[CH3:14][NH:15][NH2:16], predict the reaction product. The product is: [CH:8]([C:7]1[CH:6]=[CH:5][N:4]=[C:3]2[C:11]([CH3:12])=[N:16][N:15]([CH3:14])[C:2]=12)([CH3:10])[CH3:9]. (3) Given the reactants [Cl:1][C:2]1[CH:3]=[N:4][C:5]([N:11]2[CH2:14][CH:13]([NH:15][C:16]3[CH:21]=[CH:20][CH:19]=[C:18]([C:22]([F:25])([F:24])[F:23])[CH:17]=3)[CH2:12]2)=[C:6]([CH:10]=1)[C:7](O)=[O:8].Cl.[NH2:27][C:28]1([C:31]2[CH:40]=[CH:39][C:34]([C:35]([O:37][CH3:38])=[O:36])=[CH:33][CH:32]=2)[CH2:30][CH2:29]1, predict the reaction product. The product is: [Cl:1][C:2]1[CH:3]=[N:4][C:5]([N:11]2[CH2:12][CH:13]([NH:15][C:16]3[CH:21]=[CH:20][CH:19]=[C:18]([C:22]([F:24])([F:23])[F:25])[CH:17]=3)[CH2:14]2)=[C:6]([CH:10]=1)[C:7]([NH:27][C:28]1([C:31]2[CH:40]=[CH:39][C:34]([C:35]([O:37][CH3:38])=[O:36])=[CH:33][CH:32]=2)[CH2:30][CH2:29]1)=[O:8]. (4) Given the reactants [C:1]1([C:7]2[CH:12]=[C:11]([N+:13]([O-:15])=[O:14])[CH:10]=[CH:9][C:8]=2Br)[CH:6]=[CH:5][CH:4]=[CH:3][CH:2]=1.B(O)(O)[C:18]1[CH:23]=[CH:22][C:21]2[C:24]3[C:29]([C:30]([CH3:32])([CH3:31])[C:20]=2[CH:19]=1)=[CH:28][CH:27]=[CH:26][CH:25]=3.C([O-])([O-])=O.[Na+].[Na+].CCO, predict the reaction product. The product is: [N+:13]([C:11]1[CH:10]=[CH:9][C:8]([C:27]2[CH:26]=[CH:25][C:24]3[C:21]4[C:20](=[CH:19][CH:18]=[CH:23][CH:22]=4)[C:30]([CH3:32])([CH3:31])[C:29]=3[CH:28]=2)=[C:7]([C:1]2[CH:6]=[CH:5][CH:4]=[CH:3][CH:2]=2)[CH:12]=1)([O-:15])=[O:14]. (5) The product is: [CH:12]1([N:15]([C@@H:16]2[CH2:21][CH2:20][CH2:19][CH2:18][C@@H:17]2[C:22]2[CH:23]=[CH:24][CH:25]=[CH:26][CH:27]=2)[C:9]([C:3]2[C:4]([CH3:8])=[N:5][N:6]([CH3:7])[C:2]=2[F:1])=[O:10])[CH2:13][CH2:14]1. Given the reactants [F:1][C:2]1[N:6]([CH3:7])[N:5]=[C:4]([CH3:8])[C:3]=1[C:9](Cl)=[O:10].[CH:12]1([NH:15][C@@H:16]2[CH2:21][CH2:20][CH2:19][CH2:18][C@@H:17]2[C:22]2[CH:27]=[CH:26][CH:25]=[CH:24][CH:23]=2)[CH2:14][CH2:13]1.C(N(CC)CC)C, predict the reaction product. (6) Given the reactants C1(C2N=NC(NNC(=O)CC3C=C4C(=CC=3)N=CC=C4)=NC=2)C=CC=CC=1.[CH3:28][O:29][C:30]1[CH:35]=[CH:34][C:33]([C:36]2[N:41]=[N:40][C:39]([NH:42][NH:43][C:44](=O)[CH2:45][O:46][C:47]3[C:56]4[C:51](=[CH:52][CH:53]=[CH:54][CH:55]=4)[N:50]=[CH:49][CH:48]=3)=[N:38][CH:37]=2)=[CH:32][CH:31]=1, predict the reaction product. The product is: [N:50]1[C:51]2[C:56](=[CH:55][CH:54]=[CH:53][CH:52]=2)[C:47]([O:46][CH2:45][C:44]2[N:40]3[N:41]=[C:36]([C:33]4[CH:34]=[CH:35][C:30]([O:29][CH3:28])=[CH:31][CH:32]=4)[CH:37]=[N:38][C:39]3=[N:42][N:43]=2)=[CH:48][CH:49]=1. (7) Given the reactants [Cl:1][C:2]1[CH:7]=[CH:6][C:5](/[CH:8]=[CH:9]/[C:10]([OH:12])=O)=[C:4]([CH2:13][N:14]2[N:18]=[N:17][C:16]([CH3:19])=[N:15]2)[CH:3]=1.[NH:20]1[CH2:25][CH2:24][CH:23]([NH:26][C:27](=[O:29])[CH3:28])[CH2:22][CH2:21]1, predict the reaction product. The product is: [Cl:1][C:2]1[CH:7]=[CH:6][C:5](/[CH:8]=[CH:9]/[C:10]([N:20]2[CH2:25][CH2:24][CH:23]([NH:26][C:27](=[O:29])[CH3:28])[CH2:22][CH2:21]2)=[O:12])=[C:4]([CH2:13][N:14]2[N:18]=[N:17][C:16]([CH3:19])=[N:15]2)[CH:3]=1. (8) Given the reactants Cl[CH2:2][CH2:3][CH2:4][S:5]([O:8][CH2:9][C:10]([CH3:30])([CH3:29])[C@@H:11]([O:21][CH2:22][C:23]1[CH:28]=[CH:27][CH:26]=[CH:25][CH:24]=1)[C:12]([O:14][CH2:15][C:16](=[O:20])[N:17]([CH3:19])[CH3:18])=[O:13])(=[O:7])=[O:6].[N-:31]=[N+:32]=[N-:33].[Na+], predict the reaction product. The product is: [N:31]([CH2:2][CH2:3][CH2:4][S:5]([O:8][CH2:9][C:10]([CH3:30])([CH3:29])[C@@H:11]([O:21][CH2:22][C:23]1[CH:28]=[CH:27][CH:26]=[CH:25][CH:24]=1)[C:12]([O:14][CH2:15][C:16](=[O:20])[N:17]([CH3:19])[CH3:18])=[O:13])(=[O:7])=[O:6])=[N+:32]=[N-:33].